Dataset: Reaction yield outcomes from USPTO patents with 853,638 reactions. Task: Predict the reaction yield, written as a fraction of the theoretical maximum amount of product (1.0 means a 100% yield; for example, 0.34 means a 34% yield). (1) The reactants are C([Li])CCC.Br[C:7]1[CH:12]=[CH:11][CH:10]=[C:9]([Br:13])[N:8]=1.[CH3:14][N:15]1[CH2:20][CH2:19][CH:18]([C:21](N2CCCC2)=[O:22])[CH2:17][CH2:16]1. The catalyst is CC(OC)(C)C. The product is [Br:13][C:9]1[CH:10]=[CH:11][CH:12]=[C:7]([C:21]([CH:18]2[CH2:19][CH2:20][N:15]([CH3:14])[CH2:16][CH2:17]2)=[O:22])[N:8]=1. The yield is 0.850. (2) The reactants are [CH:1]1([C:4]([Cl:6])=[O:5])[CH2:3][CH2:2]1.[Cl:7][C:8]1[CH:33]=[CH:32][C:11]2[N:12]3[C:16]([CH2:17][NH:18][CH2:19][C:10]=2[CH:9]=1)=[N:15][N:14]=[C:13]3[CH:20]1[CH2:25][CH2:24][N:23]([C:26]2[CH:31]=[CH:30][CH:29]=[CH:28][N:27]=2)[CH2:22][CH2:21]1. No catalyst specified. The product is [ClH:6].[ClH:7].[Cl:7][C:8]1[CH:33]=[CH:32][C:11]2[N:12]3[C:16]([CH2:17][N:18]([C:4]([CH:1]4[CH2:3][CH2:2]4)=[O:5])[CH2:19][C:10]=2[CH:9]=1)=[N:15][N:14]=[C:13]3[CH:20]1[CH2:21][CH2:22][N:23]([C:26]2[CH:31]=[CH:30][CH:29]=[CH:28][N:27]=2)[CH2:24][CH2:25]1. The yield is 0.500.